This data is from Catalyst prediction with 721,799 reactions and 888 catalyst types from USPTO. The task is: Predict which catalyst facilitates the given reaction. (1) Reactant: C(OC(=O)[NH:7][C@H:8]([C:10](=[O:26])[NH:11][C:12]1([C:15]2[N:16]=[N:17][C:18]([C:21]3[CH:22]=[N:23][NH:24][CH:25]=3)=[CH:19][CH:20]=2)[CH2:14][CH2:13]1)[CH3:9])(C)(C)C.O1CCOCC1.[ClH:34]. Product: [ClH:34].[ClH:34].[NH2:7][C@@H:8]([CH3:9])[C:10]([NH:11][C:12]1([C:15]2[N:16]=[N:17][C:18]([C:21]3[CH:22]=[N:23][NH:24][CH:25]=3)=[CH:19][CH:20]=2)[CH2:14][CH2:13]1)=[O:26]. The catalyst class is: 2. (2) Reactant: C1C=CC(P(C2C(C3C(P(C4C=CC=CC=4)C4C=CC=CC=4)=CC=C4C=3C=CC=C4)=C3C(C=CC=C3)=CC=2)C2C=CC=CC=2)=CC=1.[CH2:47]1[C:51]2([CH2:56][CH2:55][NH:54][CH2:53][CH2:52]2)[CH2:50][CH2:49][N:48]1[C:57]([O:59][C:60]([CH3:63])([CH3:62])[CH3:61])=[O:58].Cl.Br[C:66]1[CH:71]=[CH:70][N:69]=[CH:68][CH:67]=1. Product: [C:60]([O:59][C:57]([N:48]1[CH2:49][CH2:50][C:51]2([CH2:52][CH2:53][N:54]([C:66]3[CH:71]=[CH:70][N:69]=[CH:68][CH:67]=3)[CH2:55][CH2:56]2)[CH2:47]1)=[O:58])([CH3:63])([CH3:62])[CH3:61]. The catalyst class is: 222. (3) Reactant: [C:1]([C:6]1[S:13][C:12]2[C:11]3[S:14][C:15]4[C:19]([CH2:20][CH2:21][CH2:22][CH2:23][CH2:24][CH2:25][CH2:26][CH2:27][CH2:28][CH2:29]CCCCCCC)=[C:18]([C:37]([O:39]CC)=[O:38])[S:17][C:16]=4[C:10]=3[S:9][C:8]=2[C:7]=1[CH2:42][CH2:43][CH2:44][CH2:45][CH2:46][CH2:47][CH2:48][CH2:49][CH2:50][CH2:51]CCCCCCC)([O:3]CC)=[O:2].CO.[OH-].[Li+]. Product: [CH2:20]([C:19]1[C:15]2[S:14][C:11]3[C:12]4[S:13][C:6]([C:1]([OH:3])=[O:2])=[C:7]([CH2:42][CH2:43][CH2:44][CH2:45][CH2:46][CH2:47][CH2:48][CH2:49][CH2:50][CH3:51])[C:8]=4[S:9][C:10]=3[C:16]=2[S:17][C:18]=1[C:37]([OH:39])=[O:38])[CH2:21][CH2:22][CH2:23][CH2:24][CH2:25][CH2:26][CH2:27][CH2:28][CH3:29]. The catalyst class is: 30. (4) Reactant: [O:1]1[CH:5]=[CH:4][CH:3]=[C:2]1[C:6]1[CH:11]=[CH:10][N:9]=[C:8]([C:12]#[N:13])[CH:7]=1.[Br:14]N1C(=O)CCC1=O. Product: [Br:14][C:5]1[O:1][C:2]([C:6]2[CH:11]=[CH:10][N:9]=[C:8]([C:12]#[N:13])[CH:7]=2)=[CH:3][CH:4]=1. The catalyst class is: 15. (5) Reactant: [CH3:1][CH:2]([CH:9]=[C:10]([CH3:12])[CH3:11])[CH2:3][CH2:4][CH2:5][CH2:6][CH2:7][OH:8].C(N(CC)CC)C.[C:20](Cl)(=[O:22])[CH3:21].Cl. Product: [C:20]([O:8][CH2:7][CH2:6][CH2:5][CH2:4][CH2:3][CH:2]([CH3:1])[CH:9]=[C:10]([CH3:11])[CH3:12])(=[O:22])[CH3:21]. The catalyst class is: 237. (6) Reactant: [CH2:1]=[C:2]1[O:6][C:4](=[O:5])[CH2:3]1.[Br:7][C:8]1[CH:14]=[CH:13][C:11]([NH2:12])=[C:10]([N+:15]([O-:17])=[O:16])[CH:9]=1.C(N(CC)CC)C. Product: [Br:7][C:8]1[CH:14]=[CH:13][C:11]([NH:12][C:4](=[O:5])[CH2:3][C:2](=[O:6])[CH3:1])=[C:10]([N+:15]([O-:17])=[O:16])[CH:9]=1. The catalyst class is: 11. (7) Reactant: [CH3:1][O:2][C:3](=[O:12])[C:4]1[CH:9]=[CH:8][C:7]([CH2:10]Br)=[CH:6][CH:5]=1.[I-:13].[Na+]. Product: [I:13][CH2:10][C:7]1[CH:8]=[CH:9][C:4]([C:3]([O:2][CH3:1])=[O:12])=[CH:5][CH:6]=1. The catalyst class is: 21.